This data is from Catalyst prediction with 721,799 reactions and 888 catalyst types from USPTO. The task is: Predict which catalyst facilitates the given reaction. (1) Reactant: [Cl:1][C:2]1[CH:7]=[CH:6][C:5]([C:8]2[C:12]3[CH2:13][N:14]([C:17](=[O:21])[C:18]([NH2:20])=[O:19])[CH2:15][CH2:16][C:11]=3[N:10]([CH2:22][CH2:23][CH2:24][N:25]3[CH2:30][CH2:29][O:28][CH2:27][C@@H:26]3[CH3:31])[N:9]=2)=[CH:4][C:3]=1I.ClC1[CH:39]=[CH:38][C:37]([C:40]2[C:44]3CN(C(=O)C(N)=O)CCC=3NN=2)=[CH:36][C:35]=1I.C([O-])([O-])=O.[Cs+].[Cs+].Cl[CH2:62][CH2:63][CH2:64][N:65]1[CH2:70][CH2:69]OC[C@@H]1C. Product: [Cl:1][C:2]1[CH:7]=[CH:6][C:5]([C:8]2[C:12]3[CH2:13][N:14]([C:17](=[O:21])[C:18]([NH2:20])=[O:19])[CH2:15][CH2:16][C:11]=3[N:10]([CH2:22][CH2:23][CH2:24][N:25]3[CH2:30][CH2:29][O:28][CH2:27][C@@H:26]3[CH3:31])[N:9]=2)=[CH:4][C:3]=1[C:44]#[C:40][C:37]1[CH:36]=[CH:35][C:69]([CH2:70][NH:65][CH2:64][C:63]2[CH:62]=[CH:7][C:2]([Cl:1])=[CH:3][CH:4]=2)=[CH:39][CH:38]=1. The catalyst class is: 18. (2) Product: [Br:1][C:2]1[C:3]([CH3:8])=[N+:4]([O-:17])[CH:5]=[CH:6][CH:7]=1. The catalyst class is: 2. Reactant: [Br:1][C:2]1[C:3]([CH3:8])=[N:4][CH:5]=[CH:6][CH:7]=1.ClC1C=CC=C(C(OO)=[O:17])C=1.